Dataset: Catalyst prediction with 721,799 reactions and 888 catalyst types from USPTO. Task: Predict which catalyst facilitates the given reaction. (1) Product: [CH2:1]([N:8]1[CH2:13][C@H:12]([CH2:14][Cl:28])[C@H:11]2[O:16][C@@:17]([O:24][CH3:25])([CH3:23])[C@:18]([O:21][CH3:22])([CH3:20])[O:19][C@@H:10]2[CH2:9]1)[C:2]1[CH:7]=[CH:6][CH:5]=[CH:4][CH:3]=1. Reactant: [CH2:1]([N:8]1[CH2:13][C@H:12]([CH2:14]O)[C@H:11]2[O:16][C@@:17]([O:24][CH3:25])([CH3:23])[C@:18]([O:21][CH3:22])([CH3:20])[O:19][C@@H:10]2[CH2:9]1)[C:2]1[CH:7]=[CH:6][CH:5]=[CH:4][CH:3]=1.S(Cl)([Cl:28])=O. The catalyst class is: 22. (2) Reactant: ICC1C=C(C=CC=1)C(NC1C=CC=C(N2CCOCC2)C=1)=O.I[C:25]1[CH:26]=[C:27]([CH:43]=[CH:44][C:45]=1[CH3:46])[C:28]([NH:30][C:31]1[CH:36]=[CH:35][CH:34]=[C:33]([N:37]2[CH2:42][CH2:41][O:40][CH2:39][CH2:38]2)[CH:32]=1)=[O:29].C(N(CC)CC)C.[B:54]1([B:54]2[O:58][C:57]([CH3:60])([CH3:59])[C:56]([CH3:62])([CH3:61])[O:55]2)[O:58][C:57]([CH3:60])([CH3:59])[C:56]([CH3:62])([CH3:61])[O:55]1.ClCCl. Product: [CH3:46][C:45]1[CH:44]=[CH:43][C:27]([C:28]([NH:30][C:31]2[CH:36]=[CH:35][CH:34]=[C:33]([N:37]3[CH2:42][CH2:41][O:40][CH2:39][CH2:38]3)[CH:32]=2)=[O:29])=[CH:26][C:25]=1[B:54]1[O:58][C:57]([CH3:60])([CH3:59])[C:56]([CH3:62])([CH3:61])[O:55]1. The catalyst class is: 75. (3) Reactant: [C:1]([C:3]1[N:11]=[CH:10][C:9]2[NH:8][C:7]3[N:12]=[CH:13][C:14]([C:16]4[CH:21]=[CH:20][C:19]([CH2:22][N:23]5[CH2:28][CH2:27][CH2:26][CH2:25][CH2:24]5)=[CH:18][CH:17]=4)=[CH:15][C:6]=3[C:5]=2[CH:4]=1)#[N:2].C1(C2[O:37]N2S(C2C=CC=CC=2)(=O)=O)C=CC=CC=1. Product: [C:1]([C:3]1[N:11]=[CH:10][C:9]2[NH:8][C:7]3=[N+:12]([O-:37])[CH:13]=[C:14]([C:16]4[CH:17]=[CH:18][C:19]([CH2:22][N:23]5[CH2:28][CH2:27][CH2:26][CH2:25][CH2:24]5)=[CH:20][CH:21]=4)[CH:15]=[C:6]3[C:5]=2[CH:4]=1)#[N:2]. The catalyst class is: 2. (4) Reactant: [CH3:1][C:2](=O)[C:3]([CH3:6])([CH3:5])[CH3:4].Cl.[NH2:9][NH:10][C:11]([NH2:13])=[O:12].C([O-])(=O)C.[Na+]. Product: [CH3:1][C:2](=[N:9][NH:10][C:11]([NH2:13])=[O:12])[C:3]([CH3:6])([CH3:5])[CH3:4]. The catalyst class is: 6. (5) Reactant: Cl[C:2]1[C:11]2[C:6](=[CH:7][C:8]([CH3:12])=[CH:9][CH:10]=2)[N:5]=[C:4]([C:13]2[CH:18]=[CH:17][CH:16]=[CH:15][C:14]=2[OH:19])[N:3]=1.Cl.[NH:21]1[CH2:26][CH2:25][CH2:24][CH:23]([CH2:27][NH:28][C:29](=[O:38])[O:30][CH2:31][C:32]2[CH:37]=[CH:36][CH:35]=[CH:34][CH:33]=2)[CH2:22]1.C(N(CC)CC)C. Product: [OH:19][C:14]1[CH:15]=[CH:16][CH:17]=[CH:18][C:13]=1[C:4]1[N:3]=[C:2]([N:21]2[CH2:26][CH2:25][CH2:24][CH:23]([CH2:27][NH:28][C:29](=[O:38])[O:30][CH2:31][C:32]3[CH:37]=[CH:36][CH:35]=[CH:34][CH:33]=3)[CH2:22]2)[C:11]2[C:6](=[CH:7][C:8]([CH3:12])=[CH:9][CH:10]=2)[N:5]=1. The catalyst class is: 2.